From a dataset of NCI-60 drug combinations with 297,098 pairs across 59 cell lines. Regression. Given two drug SMILES strings and cell line genomic features, predict the synergy score measuring deviation from expected non-interaction effect. Synergy scores: CSS=-4.15, Synergy_ZIP=0.775, Synergy_Bliss=-1.27, Synergy_Loewe=-1.95, Synergy_HSA=-3.00. Cell line: CCRF-CEM. Drug 2: C1C(C(OC1N2C=NC3=C2NC=NCC3O)CO)O. Drug 1: CCCCCOC(=O)NC1=NC(=O)N(C=C1F)C2C(C(C(O2)C)O)O.